From a dataset of Peptide-MHC class II binding affinity with 134,281 pairs from IEDB. Regression. Given a peptide amino acid sequence and an MHC pseudo amino acid sequence, predict their binding affinity value. This is MHC class II binding data. (1) The peptide sequence is VNWEVIIMDEAHFLDHHHHHH. The MHC is DRB3_0202 with pseudo-sequence DRB3_0202. The binding affinity (normalized) is 0.607. (2) The peptide sequence is KYMVIQGEPGAVIRG. The MHC is HLA-DQA10104-DQB10503 with pseudo-sequence HLA-DQA10104-DQB10503. The binding affinity (normalized) is 0.0229.